Task: Predict the reaction yield, written as a fraction of the theoretical maximum amount of product (1.0 means a 100% yield; for example, 0.34 means a 34% yield).. Dataset: Reaction yield outcomes from USPTO patents with 853,638 reactions (1) The reactants are [Cl:1][C:2]1[CH:7]=[C:6]([F:8])[CH:5]=[C:4]([Cl:9])[C:3]=1[N:10]1[CH:20]=[C:13]2[CH:14]=[N+:15]([O-])[CH:16]=[C:17]([F:18])[C:12]2=[N:11]1.P(Br)(Br)([Br:23])=O. The catalyst is ClCCCl.C(Cl)Cl. The product is [Br:23][C:14]1[C:13]2=[CH:20][N:10]([C:3]3[C:2]([Cl:1])=[CH:7][C:6]([F:8])=[CH:5][C:4]=3[Cl:9])[N:11]=[C:12]2[C:17]([F:18])=[CH:16][N:15]=1. The yield is 0.280. (2) The reactants are O1CC1CO[C:5]1[CH:14]=[C:13]2[C:8]([C:9](OC3C=C4C(=CC=3)NC(C)=C4)=[N:10][CH:11]=[N:12]2)=[CH:7][C:6]=1OC.C(NCC)C. The catalyst is CN(C=O)C. The product is [N:12]1[C:13]2[C:8](=[CH:7][CH:6]=[CH:5][CH:14]=2)[CH:9]=[N:10][CH:11]=1. The yield is 0.460. (3) The reactants are Br[C:2]1[N:3]=[CH:4][C:5]([S:8]([NH:11][CH3:12])(=[O:10])=[O:9])=[N:6][CH:7]=1.[OH:13][CH2:14][C@@H:15]1[O:19][C:18]([C:20]2[NH:24][C:23]([C:25]3[CH:26]=[C:27]([OH:37])[CH:28]=[C:29]([O:31][C@@H:32]([CH3:36])[CH2:33][O:34][CH3:35])[CH:30]=3)=[CH:22][CH:21]=2)=[N:17][CH2:16]1.C(=O)([O-])[O-].[K+].[K+].O. The catalyst is C(#N)C.C(OCC)(=O)C. The product is [OH:13][CH2:14][C@@H:15]1[O:19][C:18]([C:20]2[NH:24][C:23]([C:25]3[CH:26]=[C:27]([CH:28]=[C:29]([O:31][C@@H:32]([CH3:36])[CH2:33][O:34][CH3:35])[CH:30]=3)[O:37][C:2]3[N:3]=[CH:4][C:5]([S:8]([NH:11][CH3:12])(=[O:10])=[O:9])=[N:6][CH:7]=3)=[CH:22][CH:21]=2)=[N:17][CH2:16]1. The yield is 0.540. (4) The reactants are [Br:1][C:2]1[CH:7]=[CH:6][C:5]([CH:8]2[CH2:13][S:12][CH2:11][CH:10]([C:14]3[CH:19]=[CH:18][C:17]([Br:20])=[CH:16][CH:15]=3)[N:9]2[C:21]2[CH:26]=[CH:25][C:24]([C:27]([CH3:30])([CH3:29])[CH3:28])=[CH:23][CH:22]=2)=[CH:4][CH:3]=1.CC(C)=[O:33].C1COCC1.[OH2:40]. The catalyst is [Os](=O)(=O)(=O)=O. The product is [Br:20][C:17]1[CH:18]=[CH:19][C:14]([CH:10]2[CH2:11][S:12](=[O:33])(=[O:40])[CH2:13][CH:8]([C:5]3[CH:4]=[CH:3][C:2]([Br:1])=[CH:7][CH:6]=3)[N:9]2[C:21]2[CH:26]=[CH:25][C:24]([C:27]([CH3:30])([CH3:29])[CH3:28])=[CH:23][CH:22]=2)=[CH:15][CH:16]=1. The yield is 1.00. (5) The reactants are [CH:1]1[C:6](=[O:7])[C:5]([OH:8])=[CH:4][O:3][C:2]=1[CH2:9][OH:10].C(=O)([O-])[O-].[K+].[K+].[CH3:17][O:18][C:19]1[CH:26]=[CH:25][C:22]([CH2:23]Cl)=[CH:21][CH:20]=1. The catalyst is CN(C=O)C. The product is [OH:10][CH2:9][C:2]1[O:3][CH:4]=[C:5]([O:8][CH2:23][C:22]2[CH:25]=[CH:26][C:19]([O:18][CH3:17])=[CH:20][CH:21]=2)[C:6](=[O:7])[CH:1]=1. The yield is 0.750. (6) The reactants are [O:1]1[C:10]2[C:5](=[CH:6][CH:7]=[CH:8][CH:9]=2)/[C:4](=[N:11]/O)/[CH2:3][CH2:2]1.[H-].[Al+3].[Li+].[H-].[H-].[H-]. The catalyst is O1CCCC1. The product is [O:1]1[C:10]2[C:5](=[CH:6][CH:7]=[CH:8][CH:9]=2)[CH:4]([NH2:11])[CH2:3][CH2:2]1. The yield is 0.250. (7) The reactants are [N:1]1([CH2:7][C@@H:8]2[CH2:10][C@H:9]2[C:11]([OH:13])=O)[CH2:6][CH2:5][CH2:4][CH2:3][CH2:2]1.[F:14][CH:15]([F:29])[O:16][C:17]1[CH:22]=[CH:21][CH:20]=[CH:19][C:18]=1[C:23]1[CH:24]=[C:25]([NH2:28])[NH:26][N:27]=1. No catalyst specified. The product is [F:29][CH:15]([F:14])[O:16][C:17]1[CH:22]=[CH:21][CH:20]=[CH:19][C:18]=1[C:23]1[CH:24]=[C:25]([NH:28][C:11]([C@@H:9]2[CH2:10][C@H:8]2[CH2:7][N:1]2[CH2:2][CH2:3][CH2:4][CH2:5][CH2:6]2)=[O:13])[NH:26][N:27]=1. The yield is 0.230. (8) The reactants are [Br:1][C:2]1[N:6]([S:7]([C:10]2[CH:15]=[CH:14][CH:13]=[CH:12][CH:11]=2)(=[O:9])=[O:8])[CH:5]=[C:4]([CH2:16][OH:17])[CH:3]=1.O.C[N+]1([O-])CCOCC1. The yield is 0.710. The product is [Br:1][C:2]1[N:6]([S:7]([C:10]2[CH:15]=[CH:14][CH:13]=[CH:12][CH:11]=2)(=[O:9])=[O:8])[CH:5]=[C:4]([CH:16]=[O:17])[CH:3]=1. The catalyst is C(#N)C.[Ru]([O-])(=O)(=O)=O.C([N+](CCC)(CCC)CCC)CC. (9) The reactants are [CH3:1][C:2]1[C:10]2[C:9]([CH2:11][N:12]3[C:16]4[CH:17]=[CH:18][CH:19]=[CH:20][C:15]=4[NH:14][C:13]3=[O:21])=[CH:8][S:7][C:6]=2[CH:5]=[CH:4][CH:3]=1.[CH:22]([S:24]([NH2:27])(=[O:26])=[O:25])=[CH2:23].[OH-].[Na+].[NH4+].[Cl-]. The catalyst is C1COCC1.O. The product is [CH3:1][C:2]1[C:10]2[C:9]([CH2:11][N:12]3[C:16]4[CH:17]=[CH:18][CH:19]=[CH:20][C:15]=4[N:14]([CH2:23][CH2:22][S:24]([NH2:27])(=[O:26])=[O:25])[C:13]3=[O:21])=[CH:8][S:7][C:6]=2[CH:5]=[CH:4][CH:3]=1. The yield is 0.460. (10) The reactants are Cl.Cl.Cl.[NH2:4][C:5]1[CH:20]=[CH:19][C:8]([CH2:9][NH:10][C:11]2[C:16]([Cl:17])=[CH:15][N:14]=[C:13](Cl)[N:12]=2)=[CH:7][C:6]=1[CH2:21][CH2:22][C:23]1[CH:24]=[N:25][CH:26]=[C:27]([NH2:29])[CH:28]=1.C(N(CC)CC)C.C(=O)([O-])[O-].[Cs+].[Cs+]. The catalyst is C([O-])(=O)C.[Pd+2].C([O-])(=O)C.CC1(C)C2C=CC=C(P(C3C=CC=CC=3)C3C=CC=CC=3)C=2OC2C1=CC=CC=2P(C1C=CC=CC=1)C1C=CC=CC=1.O1CCOCC1. The product is [Cl:17][C:16]1[CH:15]=[N:14][C:13]2[NH:29][C:27]3[CH:26]=[N:25][CH:24]=[C:23]([CH:28]=3)[CH2:22][CH2:21][C:6]3[CH:7]=[C:8]([CH2:9][NH:10][C:11]=1[N:12]=2)[CH:19]=[CH:20][C:5]=3[NH2:4]. The yield is 0.420.